From a dataset of Reaction yield outcomes from USPTO patents with 853,638 reactions. Predict the reaction yield, written as a fraction of the theoretical maximum amount of product (1.0 means a 100% yield; for example, 0.34 means a 34% yield). (1) The reactants are [Br:1][C:2]1[C:7]([F:8])=[C:6]([Cl:9])[CH:5]=[CH:4][C:3]=1[C:10]([OH:22])=[C:11](C(OCC)=O)C(OCC)=O. The catalyst is CC(O)=O.O.OS(O)(=O)=O. The product is [Br:1][C:2]1[C:7]([F:8])=[C:6]([Cl:9])[CH:5]=[CH:4][C:3]=1[C:10](=[O:22])[CH3:11]. The yield is 0.840. (2) The yield is 0.938. The catalyst is C(O)C.[Pd]. The product is [NH2:14][C:4]1[C:3]([O:2][CH3:1])=[C:12]([CH3:13])[CH:11]=[CH:10][C:5]=1[C:6]([O:8][CH3:9])=[O:7]. The reactants are [CH3:1][O:2][C:3]1[C:4]([N+:14]([O-])=O)=[C:5]([CH:10]=[CH:11][C:12]=1[CH3:13])[C:6]([O:8][CH3:9])=[O:7].[H][H]. (3) The reactants are Br.Br[CH2:3][C:4]1[CH:9]=[CH:8][CH:7]=[CH:6][N:5]=1.CCN(C(C)C)C(C)C.[C:19]1([S:25]([O-:27])=[O:26])[CH:24]=[CH:23][CH:22]=[CH:21][CH:20]=1.[Na+]. The catalyst is CC#N. The product is [C:19]1([S:25]([CH2:3][C:4]2[CH:9]=[CH:8][CH:7]=[CH:6][N:5]=2)(=[O:27])=[O:26])[CH:24]=[CH:23][CH:22]=[CH:21][CH:20]=1. The yield is 0.800. (4) The reactants are C([NH:5][S:6]([C:9]1[CH:14]=[CH:13][C:12]([C:15]2[N:16]=[CH:17][N:18]([C:20]3[N:25]=[C:24]([CH3:26])[CH:23]=[C:22]([C:27]4[CH:32]=[CH:31][C:30]([Cl:33])=[C:29]([Cl:34])[CH:28]=4)[N:21]=3)[CH:19]=2)=[CH:11][CH:10]=1)(=[O:8])=[O:7])(C)(C)C.C(O)(C(F)(F)F)=O. The catalyst is ClCCl. The product is [Cl:34][C:29]1[CH:28]=[C:27]([C:22]2[CH:23]=[C:24]([CH3:26])[N:25]=[C:20]([N:18]3[CH:19]=[C:15]([C:12]4[CH:11]=[CH:10][C:9]([S:6]([NH2:5])(=[O:8])=[O:7])=[CH:14][CH:13]=4)[N:16]=[CH:17]3)[N:21]=2)[CH:32]=[CH:31][C:30]=1[Cl:33]. The yield is 0.330. (5) The yield is 0.540. The catalyst is C(OCC)C. The product is [CH2:19]([C:20]1([C:28]2[CH:29]=[CH:30][C:31]([NH:34]/[CH:35]=[C:3]3\[C:4](=[O:16])[NH:5][C:6]4[C:14]\3=[C:13]3[S:12][CH:11]=[N:10][C:9]3=[CH:8][CH:7]=4)=[CH:32][CH:33]=2)[CH2:21][CH2:22][C:23](=[O:24])[NH:25][C:26]1=[O:27])[CH3:18]. The reactants are CN(C)[CH:3]1[C:14]2[C:6](=[CH:7][CH:8]=[C:9]3[C:13]=2[S:12](=C)[CH:11]=[N:10]3)[NH:5][C:4]1=[O:16].[CH3:18][CH2:19][C:20]1([C:28]2[CH:33]=[CH:32][C:31]([NH2:34])=[CH:30][CH:29]=2)[C:26](=[O:27])[NH:25][C:23](=[O:24])[CH2:22][CH2:21]1.[CH2:35](O)C. (6) The reactants are [S:1]1[CH:5]=[CH:4][CH:3]=[C:2]1[CH2:6][NH:7][C:8]([C:10]1[N:11]=[C:12]2[C:17]([C:18]#[N:19])=[CH:16][C:15]([C:20]3[CH:24]=[CH:23][O:22][CH:21]=3)=[CH:14][N:13]2[C:25]=1[Cl:26])=O.[NH2:27][OH:28].[OH2:29]. The catalyst is CCO. The product is [S:1]1[CH:5]=[CH:4][CH:3]=[C:2]1[CH2:6][NH:7][C:8]([C:10]1[N:11]=[C:12]2[C:17]([C:18](=[NH:19])[NH:27][OH:28])=[CH:16][C:15]([C:20]3[CH:24]=[CH:23][O:22][CH:21]=3)=[CH:14][N:13]2[C:25]=1[Cl:26])=[O:29]. The yield is 0.580. (7) The reactants are [O:1]1[C:5]2[CH:6]=[CH:7][C:8]([N:10]3[C:18]4[C:17]5[CH:19]=[C:20]([NH:23][C:24](=[O:33])[C:25]6[C:30]([Cl:31])=[CH:29][N:28]=[C:27](Cl)[CH:26]=6)[CH:21]=[CH:22][C:16]=5[CH2:15][CH2:14][C:13]=4[C:12]([C:34]([NH2:36])=[O:35])=[N:11]3)=[CH:9][C:4]=2[O:3][CH2:2]1.[NH:37]1[CH2:42][CH2:41][NH:40][CH2:39][CH2:38]1. The catalyst is CCO. The product is [O:1]1[C:5]2[CH:6]=[CH:7][C:8]([N:10]3[C:18]4[C:17]5[CH:19]=[C:20]([NH:23][C:24](=[O:33])[C:25]6[C:30]([Cl:31])=[CH:29][N:28]=[C:27]([N:37]7[CH2:42][CH2:41][NH:40][CH2:39][CH2:38]7)[CH:26]=6)[CH:21]=[CH:22][C:16]=5[CH2:15][CH2:14][C:13]=4[C:12]([C:34]([NH2:36])=[O:35])=[N:11]3)=[CH:9][C:4]=2[O:3][CH2:2]1. The yield is 0.550. (8) The reactants are [NH:1]1[CH2:6][CH2:5][CH2:4][CH:3]([C:7]([O:9][CH2:10][CH3:11])=[O:8])[CH2:2]1.[CH3:12][C:13]([O:16][C:17](O[C:17]([O:16][C:13]([CH3:15])([CH3:14])[CH3:12])=[O:18])=[O:18])([CH3:15])[CH3:14]. The catalyst is C1COCC1.O. The product is [N:1]1([C:17]([O:16][C:13]([CH3:15])([CH3:14])[CH3:12])=[O:18])[CH2:6][CH2:5][CH2:4][CH:3]([C:7]([O:9][CH2:10][CH3:11])=[O:8])[CH2:2]1. The yield is 0.950. (9) The reactants are [NH2:1][CH:2]([CH3:11])[CH:3]([C:5]1[CH:6]=[N:7][CH:8]=[CH:9][CH:10]=1)[OH:4].Cl[C:13](Cl)([O:15]C(=O)OC(Cl)(Cl)Cl)Cl. The catalyst is C(Cl)Cl. The product is [CH3:11][CH:2]1[CH:3]([C:5]2[CH:6]=[N:7][CH:8]=[CH:9][CH:10]=2)[O:4][C:13](=[O:15])[NH:1]1. The yield is 0.200.